Dataset: Full USPTO retrosynthesis dataset with 1.9M reactions from patents (1976-2016). Task: Predict the reactants needed to synthesize the given product. (1) Given the product [Cl:1][C:2]1[N:3]=[CH:4][C:5]2[N:11]([CH3:25])[C:10](=[O:12])[C:9]([F:14])([F:13])[CH2:8][N:7]([C@@H:15]3[CH2:17][C@H:16]3[C:18]3[CH:19]=[CH:20][CH:21]=[CH:22][CH:23]=3)[C:6]=2[N:24]=1, predict the reactants needed to synthesize it. The reactants are: [Cl:1][C:2]1[N:3]=[CH:4][C:5]2[NH:11][C:10](=[O:12])[C:9]([F:14])([F:13])[CH2:8][N:7]([C@@H:15]3[CH2:17][C@H:16]3[C:18]3[CH:23]=[CH:22][CH:21]=[CH:20][CH:19]=3)[C:6]=2[N:24]=1.[C:25](=O)([O-])[O-].[Cs+].[Cs+].IC. (2) Given the product [Cl:36][CH2:37][CH2:31][N:30]([CH3:41])[C@@H:20]1[CH2:19][N:18]2[C:17]3[CH:16]=[C:15]([C:32]([O:34][CH3:35])=[O:33])[CH:14]=[CH:13][C:12]=3[C:11]([CH:5]3[CH2:6][CH2:7][CH2:8][CH2:9][CH2:10]3)=[C:25]2[C:24]2[CH:26]=[CH:27][CH:28]=[CH:29][C:23]=2[O:22][CH2:21]1, predict the reactants needed to synthesize it. The reactants are: CC(O)=O.[CH:5]1([C:11]2[C:12]3[CH:13]=[CH:14][C:15]([C:32]([O:34][CH3:35])=[O:33])=[CH:16][C:17]=3[N:18]3[C:25]=2[C:24]2[CH:26]=[CH:27][CH:28]=[CH:29][C:23]=2[O:22][CH2:21][C@H:20]([NH:30][CH3:31])[CH2:19]3)[CH2:10][CH2:9][CH2:8][CH2:7][CH2:6]1.[Cl:36][CH2:37]C=O.[BH3-][C:41]#N.[Na+]. (3) Given the product [CH:1]1([N:5]2[CH2:11][CH2:10][C:9]3[CH:12]=[CH:13][C:14]([NH:16][C:17](=[O:25])[C:18]4[CH:23]=[CH:22][C:21]([C:29]5[CH:30]=[CH:31][N:26]=[CH:27][CH:28]=5)=[CH:20][CH:19]=4)=[CH:15][C:8]=3[CH2:7][CH2:6]2)[CH2:4][CH2:3][CH2:2]1, predict the reactants needed to synthesize it. The reactants are: [CH:1]1([N:5]2[CH2:11][CH2:10][C:9]3[CH:12]=[CH:13][C:14]([NH:16][C:17](=[O:25])[C:18]4[CH:23]=[CH:22][C:21](I)=[CH:20][CH:19]=4)=[CH:15][C:8]=3[CH2:7][CH2:6]2)[CH2:4][CH2:3][CH2:2]1.[N:26]1[CH:31]=[CH:30][C:29](B(O)O)=[CH:28][CH:27]=1.C(=O)([O-])[O-].[Na+].[Na+]. (4) Given the product [CH3:1][N:2]1[C:6]2[CH:7]=[CH:8][C:9]([C:11]([C:20]3[C:21]4[C:26](=[C:25]([NH:27][S:28]([CH3:31])(=[O:29])=[O:30])[CH:24]=[CH:23][CH:22]=4)[NH:18][CH:19]=3)([CH2:14][CH3:15])[CH2:12][CH3:13])=[CH:10][C:5]=2[N:4]=[C:3]1[CH3:17], predict the reactants needed to synthesize it. The reactants are: [CH3:1][N:2]1[C:6]2[CH:7]=[CH:8][C:9]([C:11](O)([CH2:14][CH3:15])[CH2:12][CH3:13])=[CH:10][C:5]=2[N:4]=[C:3]1[CH3:17].[NH:18]1[C:26]2[C:21](=[CH:22][CH:23]=[CH:24][C:25]=2[NH:27][S:28]([CH3:31])(=[O:30])=[O:29])[CH:20]=[CH:19]1.C(O)(C(F)(F)F)=O. (5) The reactants are: Br[C:2]1[C:3](=[O:14])[N:4]([C:8]2[CH:13]=[CH:12][CH:11]=[CH:10][CH:9]=2)[C:5](=[O:7])[CH:6]=1.C(N(CC)CC)C.[CH:22]([OH:25])([CH3:24])[CH3:23]. Given the product [CH:22]([O:25][C:2]1[C:3](=[O:14])[N:4]([C:8]2[CH:13]=[CH:12][CH:11]=[CH:10][CH:9]=2)[C:5](=[O:7])[CH:6]=1)([CH3:24])[CH3:23], predict the reactants needed to synthesize it. (6) Given the product [CH2:1]([C:5]1[C:9](/[CH:10]=[CH:11]/[C:12]2[S:13][C:14]([C:18]([N:33]3[CH2:34][C:31]4([CH2:28][O:29][CH2:30]4)[CH2:32]3)=[O:20])=[C:15]([CH3:17])[N:16]=2)=[C:8]([CH3:21])[O:7][N:6]=1)[CH2:2][CH2:3][CH3:4], predict the reactants needed to synthesize it. The reactants are: [CH2:1]([C:5]1[C:9](/[CH:10]=[CH:11]/[C:12]2[S:13][C:14]([C:18]([OH:20])=O)=[C:15]([CH3:17])[N:16]=2)=[C:8]([CH3:21])[O:7][N:6]=1)[CH2:2][CH2:3][CH3:4].C([O-])(=O)C([O-])=O.[CH2:28]1[C:31]2([CH2:34][NH2+:33][CH2:32]2)[CH2:30][O:29]1.[CH2:28]1[C:31]2([CH2:34][NH2+:33][CH2:32]2)[CH2:30][O:29]1.